Dataset: Forward reaction prediction with 1.9M reactions from USPTO patents (1976-2016). Task: Predict the product of the given reaction. (1) Given the reactants Cl[C:2](=[O:7])[C:3]([O:5][CH3:6])=[O:4].[NH2:8][CH2:9][C:10]([CH3:44])([CH3:43])[CH2:11][NH:12][C:13](=[O:42])[C:14]1[CH:19]=[CH:18][C:17]([NH:20][C:21]2[N:26]=[C:25]([NH:27][CH2:28][C:29]3[CH:34]=[CH:33][C:32]([OH:35])=[CH:31][CH:30]=3)[N:24]=[C:23]([O:36][CH2:37][C:38]([F:41])([F:40])[F:39])[N:22]=2)=[CH:16][CH:15]=1.CCN(C(C)C)C(C)C, predict the reaction product. The product is: [OH:35][C:32]1[CH:33]=[CH:34][C:29]([CH2:28][NH:27][C:25]2[N:24]=[C:23]([O:36][CH2:37][C:38]([F:41])([F:40])[F:39])[N:22]=[C:21]([NH:20][C:17]3[CH:18]=[CH:19][C:14]([C:13]([NH:12][CH2:11][C:10]([CH3:44])([CH3:43])[CH2:9][NH:8][C:2](=[O:7])[C:3]([O:5][CH3:6])=[O:4])=[O:42])=[CH:15][CH:16]=3)[N:26]=2)=[CH:30][CH:31]=1. (2) The product is: [C:1]([O-:4])(=[O:3])[CH3:2].[Ca+2:5].[C:14]([O-:16])(=[O:15])[CH3:13]. Given the reactants [C:1]([O-:4])(=[O:3])[CH3:2].[Ca+2:5].O[C@H]([CH2:13][C:14](=[O:16])[O-:15])C[N+](C)(C)C.C([O-])(=O)C.C([O-])(=O)CC(CC([O-])=O)(C([O-])=O)O.[Mg+2].O[C@H](CC(=O)[O-])C[N+](C)(C)C.C([O-])(=O)CC(CC([O-])=O)(C([O-])=O)O.[Mg+2].[Mg+2], predict the reaction product. (3) Given the reactants O[C:2]1([CH3:10])[CH2:6][C:5]([CH3:8])([CH3:7])[O:4][C:3]1=[O:9].Br, predict the reaction product. The product is: [CH3:10][C:2]1[C:3](=[O:9])[O:4][C:5]([CH3:8])([CH3:7])[CH:6]=1. (4) Given the reactants [CH3:1][C:2]1[N:6]([C:7]2[CH:8]=[C:9]([CH3:13])[CH:10]=[CH:11][CH:12]=2)[C:5]2[CH:14]=[CH:15][C:16]([C:18]([OH:20])=O)=[CH:17][C:4]=2[N:3]=1.[CH:21]1[CH:22]=[CH:23]C2N(O)N=[N:27][C:25]=2[CH:26]=1.N1CCCCC1.CCN=C=NCCCN(C)C.Cl, predict the reaction product. The product is: [CH3:1][C:2]1[N:6]([C:7]2[CH:8]=[C:9]([CH3:13])[CH:10]=[CH:11][CH:12]=2)[C:5]2[CH:14]=[CH:15][C:16]([C:18]([N:27]3[CH2:23][CH2:22][CH2:21][CH2:26][CH2:25]3)=[O:20])=[CH:17][C:4]=2[N:3]=1. (5) The product is: [NH2:1][C:2]1[CH:3]2[C:10]([C:11]3[CH:12]=[CH:13][C:14]([CH3:17])=[CH:15][CH:16]=3)=[N:9][N:8]([CH2:18][CH2:19][CH2:20][CH2:21][OH:22])[CH:4]2[N:5]=[CH:6][N:7]=1. Given the reactants [NH2:1][C:2]1[CH:3]2[C:10]([C:11]3[CH:16]=[CH:15][C:14]([CH3:17])=[CH:13][CH:12]=3)=[N:9][N:8]([CH2:18][CH2:19][CH2:20][CH2:21][O:22]C(=O)C)[CH:4]2[N:5]=[CH:6][N:7]=1.O[Li].O, predict the reaction product. (6) Given the reactants [CH2:1]([O:3][C:4](=[O:16])[C:5](=O)[CH:6]([CH2:12][CH2:13][CH3:14])[C:7]([O:9]CC)=O)[CH3:2].Cl.[C:18]([NH2:21])(=[NH:20])[CH3:19].C([O-])([O-])=O.[K+].[K+], predict the reaction product. The product is: [CH2:1]([O:3][C:4]([C:5]1[C:6]([CH2:12][CH2:13][CH3:14])=[C:7]([OH:9])[N:21]=[C:18]([CH3:19])[N:20]=1)=[O:16])[CH3:2]. (7) The product is: [Br:6][C:7]1[CH:8]=[C:9]2[C:10](=[CH:11][CH:12]=1)[C:13]([CH3:14])([CH3:15])[O:18][CH2:17]2. Given the reactants P(=O)(O)(O)O.[Br:6][C:7]1[CH:12]=[CH:11][C:10]([C:13](O)([CH3:15])[CH3:14])=[C:9]([CH2:17][OH:18])[CH:8]=1.[OH-].[Na+], predict the reaction product.